This data is from Volume of distribution at steady state (VDss) regression data from Lombardo et al.. The task is: Regression/Classification. Given a drug SMILES string, predict its absorption, distribution, metabolism, or excretion properties. Task type varies by dataset: regression for continuous measurements (e.g., permeability, clearance, half-life) or binary classification for categorical outcomes (e.g., BBB penetration, CYP inhibition). For this dataset (vdss_lombardo), we predict log10(VDss) (log10 of volume of distribution in L/kg). (1) The compound is COc1cc2c(N)nc(N3CCN(C(=O)OCC(C)(C)O)CC3)nc2c(OC)c1OC. The log10(VDss) is -0.740. (2) The molecule is Cc1cnc([N-]C(=O)C2=C([O-])c3ccccc3S(=O)(=O)N2C)s1. The log10(VDss) is -0.820.